Dataset: Peptide-MHC class II binding affinity with 134,281 pairs from IEDB. Task: Regression. Given a peptide amino acid sequence and an MHC pseudo amino acid sequence, predict their binding affinity value. This is MHC class II binding data. (1) The peptide sequence is AFKVSATAANAAPAN. The MHC is DRB1_1001 with pseudo-sequence DRB1_1001. The binding affinity (normalized) is 0.867. (2) The peptide sequence is INAGFKAALAAAAGVPPADKY. The MHC is DRB3_0202 with pseudo-sequence DRB3_0202. The binding affinity (normalized) is 0.692.